Dataset: Reaction yield outcomes from USPTO patents with 853,638 reactions. Task: Predict the reaction yield, written as a fraction of the theoretical maximum amount of product (1.0 means a 100% yield; for example, 0.34 means a 34% yield). The reactants are [C:1]([O:5][C:6](=[O:20])[CH2:7][CH:8](P(OCC)(OCC)=O)[C:9]([OH:11])=[O:10])([CH3:4])([CH3:3])[CH3:2].CC(C)([O-])C.[K+].[CH:27](=O)[CH2:28][CH2:29][C:30]1[CH:35]=[CH:34][CH:33]=[CH:32][CH:31]=1.C(O)(=O)CC(CC(O)=O)(C(O)=O)O.[OH-].[Na+]. The catalyst is C1COCC1.O.C(OCC)(=O)C. The product is [C:1]([O:5][C:6](=[O:20])[CH2:7]/[C:8](=[CH:27]\[CH2:28][CH2:29][C:30]1[CH:35]=[CH:34][CH:33]=[CH:32][CH:31]=1)/[C:9]([OH:11])=[O:10])([CH3:2])([CH3:3])[CH3:4]. The yield is 0.810.